This data is from Full USPTO retrosynthesis dataset with 1.9M reactions from patents (1976-2016). The task is: Predict the reactants needed to synthesize the given product. (1) Given the product [CH:29]([N:1]1[CH2:6][CH2:5][CH:4]([N:7]2[C:11]3[CH:12]=[CH:13][CH:14]=[CH:15][C:10]=3[N:9]=[C:8]2[C@@H:16]([NH:18][C:19]2[N:27]=[CH:26][N:25]=[C:24]3[C:20]=2[N:21]=[CH:22][NH:23]3)[CH3:17])[CH2:3][CH2:2]1)([CH3:31])[CH3:28], predict the reactants needed to synthesize it. The reactants are: [NH:1]1[CH2:6][CH2:5][CH:4]([N:7]2[C:11]3[CH:12]=[CH:13][CH:14]=[CH:15][C:10]=3[N:9]=[C:8]2[C@@H:16]([NH:18][C:19]2[N:27]=[CH:26][N:25]=[C:24]3[C:20]=2[N:21]=[CH:22][NH:23]3)[CH3:17])[CH2:3][CH2:2]1.[CH3:28][C:29]([CH3:31])=O.C(O[BH-](OC(=O)C)OC(=O)C)(=O)C.[Na+]. (2) Given the product [OH:30][CH2:29][N:14]1[C:11]2[N:12]=[CH:13][C:8]3[N:9]([C:5]([CH2:4][CH2:3][CH2:2][NH:1][C:32](=[O:33])[CH3:31])=[N:6][CH:7]=3)[C:10]=2[CH:16]=[C:15]1[C:17]1[C:25]2[C:20](=[CH:21][CH:22]=[C:23]([O:26][CH3:27])[CH:24]=2)[N:19]([CH3:28])[CH:18]=1, predict the reactants needed to synthesize it. The reactants are: [NH2:1][CH2:2][CH2:3][CH2:4][C:5]1[N:9]2[C:10]3[CH:16]=[C:15]([C:17]4[C:25]5[C:20](=[CH:21][CH:22]=[C:23]([O:26][CH3:27])[CH:24]=5)[N:19]([CH3:28])[CH:18]=4)[N:14]([CH2:29][OH:30])[C:11]=3[N:12]=[CH:13][C:8]2=[CH:7][N:6]=1.[CH3:31][C:32](OC(C)=O)=[O:33].N1C=CC=CC=1. (3) Given the product [CH3:1][C:2]1[CH:11]=[CH:10][C:9]2[C:4](=[C:5]([N+:12]([O-:14])=[O:13])[C:6]([NH2:17])=[CH:7][CH:8]=2)[N:3]=1, predict the reactants needed to synthesize it. The reactants are: [CH3:1][C:2]1[CH:11]=[CH:10][C:9]2[C:4](=[C:5]([N+:12]([O-:14])=[O:13])[CH:6]=[CH:7][CH:8]=2)[N:3]=1.[I-].C[N+:17](C)(C)N.CC(C)([O-])C.[K+].[Cl-].[NH4+]. (4) Given the product [Cl-:1].[Cl-:1].[CH3:16][Si:17]([CH3:27])([CH3:26])[O:18][CH2:19][CH2:20][C:4]1([Zr+2:9])[CH:8]=[CH:7][CH:6]=[CH:5]1, predict the reactants needed to synthesize it. The reactants are: [Cl-:1].[Cl-].[Cl-].[CH:4]1([Zr+3:9])[CH:8]=[CH:7][CH:6]=[CH:5]1.C(COC)OC.[CH3:16][Si:17]([CH3:27])([CH3:26])[O:18][CH2:19][CH2:20][C-]1C=CC=C1.[K+]. (5) Given the product [CH:1]1[C:14]2[C:5](=[N:6][C:7]3[C:12]([C:13]=2[NH:15][C:16]2[CH:17]=[C:18]([CH:20]=[C:21]([CH2:23][OH:24])[CH:22]=2)[NH:19][C:35](=[O:36])[CH:33]([NH:32][C:30](=[O:31])[O:29][C:25]([CH3:27])([CH3:26])[CH3:28])[CH3:34])=[CH:11][CH:10]=[CH:9][CH:8]=3)[CH:4]=[CH:3][CH:2]=1, predict the reactants needed to synthesize it. The reactants are: [CH:1]1[C:14]2[C:5](=[N:6][C:7]3[C:12]([C:13]=2[NH:15][C:16]2[CH:17]=[C:18]([CH:20]=[C:21]([CH2:23][OH:24])[CH:22]=2)[NH2:19])=[CH:11][CH:10]=[CH:9][CH:8]=3)[CH:4]=[CH:3][CH:2]=1.[C:25]([O:29][C:30]([NH:32][C@H:33]([C:35](O)=[O:36])[CH3:34])=[O:31])([CH3:28])([CH3:27])[CH3:26]. (6) Given the product [F:3][C:4]([F:10])([F:9])[CH2:5][CH2:6][CH:7]([OH:8])[CH2:14][N+:11]([O-:13])=[O:12], predict the reactants needed to synthesize it. The reactants are: [OH-].[Na+].[F:3][C:4]([F:10])([F:9])[CH2:5][CH2:6][CH:7]=[O:8].[N+:11]([CH3:14])([O-:13])=[O:12]. (7) Given the product [Br:1][C:2]1[CH:3]=[C:4]2[N:10]=[CH:9][N:8]([CH2:11][C:12]3[CH:23]=[CH:22][C:15]4[N:16]=[C:17]([NH:24][C@@H:25]5[CH2:30][CH2:29][CH2:28][CH2:27][C@H:26]5[OH:31])[O:18][C:14]=4[CH:13]=3)[C:5]2=[N:6][CH:7]=1, predict the reactants needed to synthesize it. The reactants are: [Br:1][C:2]1[CH:3]=[C:4]2[N:10]=[CH:9][N:8]([CH2:11][C:12]3[CH:23]=[CH:22][C:15]4[N:16]=[C:17](S(C)=O)[O:18][C:14]=4[CH:13]=3)[C:5]2=[N:6][CH:7]=1.[NH2:24][C@@H:25]1[CH2:30][CH2:29][CH2:28][CH2:27][C@H:26]1[OH:31].CCN(C(C)C)C(C)C. (8) Given the product [C:22]([O:26][C:27](=[O:36])[NH:28][C:29]1[CH:30]=[CH:31][C:32]([O:35][CH2:2][C:3]2[N:13]([CH2:14][CH2:15][CH:16]3[CH2:21][CH2:20][CH2:19][CH2:18][CH2:17]3)[C:6]3[N:7]=[C:8]([C:11]#[N:12])[N:9]=[CH:10][C:5]=3[CH:4]=2)=[CH:33][CH:34]=1)([CH3:25])([CH3:23])[CH3:24], predict the reactants needed to synthesize it. The reactants are: Cl[CH2:2][C:3]1[N:13]([CH2:14][CH2:15][CH:16]2[CH2:21][CH2:20][CH2:19][CH2:18][CH2:17]2)[C:6]2[N:7]=[C:8]([C:11]#[N:12])[N:9]=[CH:10][C:5]=2[CH:4]=1.[C:22]([O:26][C:27](=[O:36])[NH:28][C:29]1[CH:34]=[CH:33][C:32]([OH:35])=[CH:31][CH:30]=1)([CH3:25])([CH3:24])[CH3:23]. (9) Given the product [CH3:1][O:2][C:3]([C:5]1[C:6](=[O:17])[O:7][C:8]2[C:13]([C:14]=1[OH:15])=[CH:12][C:11]([C:29]1[CH:30]=[CH:31][C:26]([O:25][CH2:18][C:19]3[CH:24]=[CH:23][CH:22]=[CH:21][CH:20]=3)=[CH:27][CH:28]=1)=[CH:10][CH:9]=2)=[O:4], predict the reactants needed to synthesize it. The reactants are: [CH3:1][O:2][C:3]([C:5]1[C:6](=[O:17])[O:7][C:8]2[C:13]([C:14]=1[OH:15])=[CH:12][C:11](Br)=[CH:10][CH:9]=2)=[O:4].[CH2:18]([O:25][C:26]1[CH:31]=[CH:30][C:29](B(O)O)=[CH:28][CH:27]=1)[C:19]1[CH:24]=[CH:23][CH:22]=[CH:21][CH:20]=1.